From a dataset of Cav3 T-type calcium channel HTS with 100,875 compounds. Binary Classification. Given a drug SMILES string, predict its activity (active/inactive) in a high-throughput screening assay against a specified biological target. (1) The drug is O=c1n2[nH]c(c(c2nc(c1)CC(OCC)=O)c1ccc(OC)cc1)C. The result is 0 (inactive). (2) The compound is O=C1N(C(=O)C2C1C1CC2C=C1)CCC(=O)Nc1nc(ccc1)C. The result is 0 (inactive). (3) The compound is s1c(N2CC(CCC2)C(=O)Nc2cc3OCOc3cc2)nc2c1cccc2. The result is 0 (inactive). (4) The compound is O1C(CN(C(C(=O)NC2CCCCC2)c2cc(OC)c(OC)cc2)C(=O)C2Oc3c(OC2)cccc3)CCC1. The result is 0 (inactive). (5) The compound is S(CCC(=O)NCc1ccc(cc1)C)CCC(=O)NCc1ccc(cc1)C. The result is 0 (inactive). (6) The molecule is O=C1N(C(N2C1CCC2)c1cc(OC)c(OCC)cc1)c1noc(c1)C. The result is 0 (inactive). (7) The drug is FC(F)(F)c1cc(C2NC(=O)N(C(=C2C(OC)=O)C)CC)ccc1. The result is 0 (inactive). (8) The compound is o1c(C\2N(CCOC)C(=O)C(=O)C2=C(\O)c2cc(OCC)ccc2)ccc1. The result is 0 (inactive).